Task: Binary Classification. Given a miRNA mature sequence and a target amino acid sequence, predict their likelihood of interaction.. Dataset: Experimentally validated miRNA-target interactions with 360,000+ pairs, plus equal number of negative samples (1) The miRNA is hsa-miR-6131 with sequence GGCUGGUCAGAUGGGAGUG. The protein sequence of the target gene is MQSDDVIWNTLGNKQFCSFKIRTKTQGFCRNEYSLTGLCNRSSCPLANSQYATIKEEKGQCYLYMKVIERAAFPRRLWERVRLSKNYEKALEQIDENLIYWPRFIRHKCKQRFTKITQYLIRIRKLTLKRQRKLVPLSKKVERREKRREEKALIAAQLDNAIEKELLERLKQDTYGDIYNFPIHAFDKALEKQEAESDSEDEEEEEDEDEEEDVGKREFVEDEEVEESDLSDFEDMDKLNTDSEEDQDDESSNDEEAHKAKHKGKAPLKGPLRKKRAYVEIEYEQETEPMAKVKAT. Result: 0 (no interaction). (2) The miRNA is hsa-miR-4769-3p with sequence UCUGCCAUCCUCCCUCCCCUAC. Result: 1 (interaction). The protein sequence of the target gene is MTSRKKVLLKVIILGDSGVGKTSLMNQYVNKKFSNQYKATIGADFLTKEVMVDDRLVTMQIWDTAGQERFQSLGVAFYRGADCCVLVFDVTAPNTFKTLDSWRDEFLIQASPRDPENFPFVVLGNKIDLENRQVATKRAQAWCYSKNNIPYFETSAKEAINVEQAFQTIARNALKQETEVELYNEFPEPIKLDKNDRAKASAESCSC.